Dataset: Reaction yield outcomes from USPTO patents with 853,638 reactions. Task: Predict the reaction yield, written as a fraction of the theoretical maximum amount of product (1.0 means a 100% yield; for example, 0.34 means a 34% yield). The reactants are C([Si]([O:8][CH2:9][C:10]1[CH:15]=[C:14]([N+:16]([O-:18])=[O:17])[CH:13]=[CH:12][C:11]=1[N:19]=[C:20]=S)(C)C)(C)(C)C.[CH:22]1([NH2:30])[CH2:29][CH2:28][CH2:27][CH2:26][CH2:25][CH2:24][CH2:23]1. No catalyst specified. The product is [CH:22]1([NH:30][C:20]2[O:8][CH2:9][C:10]3[CH:15]=[C:14]([N+:16]([O-:18])=[O:17])[CH:13]=[CH:12][C:11]=3[N:19]=2)[CH2:29][CH2:28][CH2:27][CH2:26][CH2:25][CH2:24][CH2:23]1. The yield is 0.830.